From a dataset of Forward reaction prediction with 1.9M reactions from USPTO patents (1976-2016). Predict the product of the given reaction. (1) The product is: [CH3:9][C:10]1[CH:19]=[C:18]([CH2:20][O:21][C:22]2[CH:29]=[CH:28][C:25]([CH:26]=[N:5][OH:6])=[CH:24][CH:23]=2)[C:17]2[C:12](=[CH:13][CH:14]=[CH:15][CH:16]=2)[N:11]=1. Given the reactants C[O-].[Na+].Cl.[NH2:5][OH:6].CO.[CH3:9][C:10]1[CH:19]=[C:18]([CH2:20][O:21][C:22]2[CH:29]=[CH:28][C:25]([CH:26]=O)=[CH:24][CH:23]=2)[C:17]2[C:12](=[CH:13][CH:14]=[CH:15][CH:16]=2)[N:11]=1, predict the reaction product. (2) Given the reactants Br[C:2]1[C:9]([C:10]#[N:11])=[C:8]([OH:12])[C:7]([O:13][CH3:14])=[CH:6][C:3]=1[C:4]#[N:5].CC1(C)C(C)(C)OB([CH2:23][C:24]2[CH:29]=[CH:28][C:27]([CH3:30])=[CH:26][C:25]=2[C:31]([F:34])([F:33])[F:32])O1, predict the reaction product. The product is: [OH:12][C:8]1[C:7]([O:13][CH3:14])=[CH:6][C:3]([C:4]#[N:5])=[C:2]([CH2:23][C:24]2[CH:29]=[CH:28][C:27]([CH3:30])=[CH:26][C:25]=2[C:31]([F:32])([F:34])[F:33])[C:9]=1[C:10]#[N:11]. (3) Given the reactants [C:1]1(=[O:8])[O:7][CH2:6][CH2:5][CH2:4][CH2:3][CH2:2]1.[O:9]1[CH2:15][CH2:14][CH2:13][CH2:12][O:11][CH2:10]1.N=C=N, predict the reaction product. The product is: [C:1]1(=[O:8])[O:7][CH2:6][CH2:5][CH2:4][CH2:3][CH2:2]1.[O:9]1[CH2:15][CH2:14][CH2:13][CH2:12][O:11][CH2:10]1. (4) Given the reactants C([O:3][C:4](=[O:41])[CH2:5][N:6]1[C:14]2[C:9](=[CH:10][CH:11]=[C:12]([O:15][CH2:16][C:17]3[C:18]([CH:38]4[CH2:40][CH2:39]4)=[N:19][C:20]([C:27]4[CH:32]=[CH:31][C:30]([O:33][C:34]([F:37])([F:36])[F:35])=[CH:29][CH:28]=4)=[CH:21][C:22]=3[C:23]([F:26])([F:25])[F:24])[CH:13]=2)[CH:8]=[CH:7]1)C.[Li+].[OH-], predict the reaction product. The product is: [CH:38]1([C:18]2[C:17]([CH2:16][O:15][C:12]3[CH:13]=[C:14]4[C:9]([CH:8]=[CH:7][N:6]4[CH2:5][C:4]([OH:41])=[O:3])=[CH:10][CH:11]=3)=[C:22]([C:23]([F:24])([F:25])[F:26])[CH:21]=[C:20]([C:27]3[CH:28]=[CH:29][C:30]([O:33][C:34]([F:37])([F:36])[F:35])=[CH:31][CH:32]=3)[N:19]=2)[CH2:40][CH2:39]1. (5) Given the reactants [Br:1][C:2]1[CH:10]=[CH:9][CH:8]=[C:7]2[C:3]=1[CH2:4][CH2:5][C:6]2=O.Cl.[NH2:13][OH:14], predict the reaction product. The product is: [Br:1][C:2]1[CH:10]=[CH:9][CH:8]=[C:7]2[C:3]=1[CH2:4][CH2:5][C:6]2=[N:13][OH:14]. (6) Given the reactants [CH3:1][CH:2]1[CH2:5][C:4]([C:12]2[CH:20]=[C:19]([O:21][CH2:22][C:23]3[CH:32]=[CH:31][C:30]4[C:25](=[CH:26][CH:27]=[CH:28][CH:29]=4)[N:24]=3)[CH:18]=[CH:17][C:13]=2[C:14]([OH:16])=O)(C2C=CC=CC=2)[CH2:3]1.CN(C(ON1N=N[C:43]2[CH:44]=[CH:45][CH:46]=N[C:42]1=2)=[N+](C)C)C.F[P-](F)(F)(F)(F)F.[CH2:57]([NH:59][CH3:60])[CH3:58].[CH3:61]CN(C(C)C)C(C)C.C(=O)(O)[O-], predict the reaction product. The product is: [CH2:57]([N:59]([CH3:60])[C:14](=[O:16])[C:13]1[CH:17]=[CH:18][C:19]([O:21][CH2:22][C:23]2[CH:32]=[CH:31][C:30]3[C:25](=[CH:26][CH:27]=[CH:28][CH:29]=3)[N:24]=2)=[CH:20][C:12]=1[C:4]1([C:42]2[CH:43]=[CH:44][CH:45]=[CH:46][CH:61]=2)[CH2:5][CH:2]([CH3:1])[CH2:3]1)[CH3:58]. (7) Given the reactants [O:1]1[C:5]2[CH:6]=[CH:7][CH:8]=[CH:9][C:4]=2[CH:3]=[C:2]1[C:10]([NH:12][C:13]1([C:19]([NH:21][CH:22]2[CH2:27][CH2:26][N:25](C(OC(C)(C)C)=O)[CH2:24][CH:23]2[OH:35])=[O:20])[CH2:18][CH2:17][CH2:16][CH2:15][CH2:14]1)=[O:11].[ClH:36].C(OCC)(=O)C, predict the reaction product. The product is: [ClH:36].[O:1]1[C:5]2[CH:6]=[CH:7][CH:8]=[CH:9][C:4]=2[CH:3]=[C:2]1[C:10]([NH:12][C:13]1([C:19]([NH:21][CH:22]2[CH2:27][CH2:26][NH:25][CH2:24][CH:23]2[OH:35])=[O:20])[CH2:18][CH2:17][CH2:16][CH2:15][CH2:14]1)=[O:11].